From a dataset of NCI-60 drug combinations with 297,098 pairs across 59 cell lines. Regression. Given two drug SMILES strings and cell line genomic features, predict the synergy score measuring deviation from expected non-interaction effect. (1) Drug 1: C1=CC(=CC=C1C#N)C(C2=CC=C(C=C2)C#N)N3C=NC=N3. Drug 2: C1CC(C1)(C(=O)O)C(=O)O.[NH2-].[NH2-].[Pt+2]. Cell line: HCT116. Synergy scores: CSS=-1.99, Synergy_ZIP=-4.38, Synergy_Bliss=-14.5, Synergy_Loewe=-16.3, Synergy_HSA=-17.9. (2) Drug 2: C(CCl)NC(=O)N(CCCl)N=O. Synergy scores: CSS=-7.22, Synergy_ZIP=2.88, Synergy_Bliss=-0.0369, Synergy_Loewe=-4.07, Synergy_HSA=-5.40. Drug 1: CCN(CC)CCNC(=O)C1=C(NC(=C1C)C=C2C3=C(C=CC(=C3)F)NC2=O)C. Cell line: HT29.